This data is from Full USPTO retrosynthesis dataset with 1.9M reactions from patents (1976-2016). The task is: Predict the reactants needed to synthesize the given product. (1) The reactants are: [Cl:1][C:2]1[CH:3]=[C:4]([C:17]#[C:18]C(O)(C)C)[C:5]([CH3:16])=[C:6]([NH:8][C:9](=[O:15])[O:10][C:11]([CH3:14])([CH3:13])[CH3:12])[CH:7]=1.C(=O)([O-])[O-].[K+].[K+].C1OCCOCCOCCOCCOCCOC1. Given the product [Cl:1][C:2]1[CH:3]=[C:4]([C:17]#[CH:18])[C:5]([CH3:16])=[C:6]([NH:8][C:9](=[O:15])[O:10][C:11]([CH3:12])([CH3:13])[CH3:14])[CH:7]=1, predict the reactants needed to synthesize it. (2) Given the product [CH3:31][C:30]1[N:29]([C:2]2[C:10]3[O:9][CH2:8][CH:7]([NH:11][C:12]4[CH:25]=[CH:24][C:15]5[C@H:16]([CH2:19][C:20]([O:22][CH3:23])=[O:21])[CH2:17][O:18][C:14]=5[CH:13]=4)[C:6]=3[CH:5]=[CH:4][CH:3]=2)[C:28]2[CH:33]=[CH:34][CH:35]=[CH:36][C:27]=2[N:26]=1, predict the reactants needed to synthesize it. The reactants are: Br[C:2]1[C:10]2[O:9][CH2:8][CH:7]([NH:11][C:12]3[CH:25]=[CH:24][C:15]4[C@H:16]([CH2:19][C:20]([O:22][CH3:23])=[O:21])[CH2:17][O:18][C:14]=4[CH:13]=3)[C:6]=2[CH:5]=[CH:4][CH:3]=1.[NH2:26][C:27]1[CH:36]=[CH:35][CH:34]=[CH:33][C:28]=1[NH:29][C:30](=O)[CH3:31].C(=O)([O-])[O-].[Cs+].[Cs+].C1(P(C2C=CC=CC=2)C2C3OC4C(=CC=CC=4P(C4C=CC=CC=4)C4C=CC=CC=4)C(C)(C)C=3C=CC=2)C=CC=CC=1.